Dataset: Full USPTO retrosynthesis dataset with 1.9M reactions from patents (1976-2016). Task: Predict the reactants needed to synthesize the given product. (1) Given the product [C:12]1([C@H:18]([NH:20][CH:10]2[CH2:1][CH2:2][C:3]3[C:8](=[CH:7][CH:6]=[CH:5][CH:4]=3)[CH2:9]2)[CH3:19])[CH:17]=[CH:16][CH:15]=[CH:14][CH:13]=1, predict the reactants needed to synthesize it. The reactants are: [CH2:1]1[C:10](=O)[CH2:9][C:8]2[C:3](=[CH:4][CH:5]=[CH:6][CH:7]=2)[CH2:2]1.[C:12]1([C@H:18]([NH2:20])[CH3:19])[CH:17]=[CH:16][CH:15]=[CH:14][CH:13]=1.C(O)=O. (2) Given the product [OH:6][C@@H:5]([CH2:4][OH:3])[CH2:7][N:8]1[CH:12]=[CH:11][C:10]([NH:13][C:14](=[O:35])[C@@H:15]([N:20]2[CH2:24][C:23]([O:25][C:26]3[CH:31]=[C:30]([F:32])[CH:29]=[CH:28][C:27]=3[F:33])=[CH:22][C:21]2=[O:34])[CH2:16][CH:17]([CH3:19])[CH3:18])=[N:9]1, predict the reactants needed to synthesize it. The reactants are: CC1(C)[O:6][C@H:5]([CH2:7][N:8]2[CH:12]=[CH:11][C:10]([NH:13][C:14](=[O:35])[C@@H:15]([N:20]3[CH2:24][C:23]([O:25][C:26]4[CH:31]=[C:30]([F:32])[CH:29]=[CH:28][C:27]=4[F:33])=[CH:22][C:21]3=[O:34])[CH2:16][CH:17]([CH3:19])[CH3:18])=[N:9]2)[CH2:4][O:3]1.O.C1(C)C=CC(S(O)(=O)=O)=CC=1. (3) The reactants are: Cl[C:2]1[CH:7]=[C:6]([C:8]#N)[CH:5]=[CH:4][N:3]=1.[C:10]1([OH:16])[CH:15]=[CH:14][CH:13]=[CH:12][CH:11]=1.C(=O)([O-])[O-:18].[K+].[K+].Cl. Given the product [O:16]([C:2]1[CH:7]=[C:6]([CH:5]=[CH:4][N:3]=1)[CH:8]=[O:18])[C:10]1[CH:15]=[CH:14][CH:13]=[CH:12][CH:11]=1, predict the reactants needed to synthesize it. (4) Given the product [CH3:27][O:26][CH2:25][C:9]1([CH3:24])[NH:8][CH2:13][CH2:12][N:11]([C:14]([C:16]2[CH:21]=[CH:20][CH:19]=[C:18]([O:22][CH3:23])[N:17]=2)=[O:15])[CH2:10]1, predict the reactants needed to synthesize it. The reactants are: C([N:8]1[CH2:13][CH2:12][N:11]([C:14]([C:16]2[CH:21]=[CH:20][CH:19]=[C:18]([O:22][CH3:23])[N:17]=2)=[O:15])[CH2:10][C:9]1([CH2:25][O:26][CH3:27])[CH3:24])C1C=CC=CC=1.